This data is from NCI-60 drug combinations with 297,098 pairs across 59 cell lines. The task is: Regression. Given two drug SMILES strings and cell line genomic features, predict the synergy score measuring deviation from expected non-interaction effect. (1) Drug 1: C1CC(C1)(C(=O)O)C(=O)O.[NH2-].[NH2-].[Pt+2]. Drug 2: C1=NC2=C(N1)C(=S)N=CN2. Cell line: SK-MEL-28. Synergy scores: CSS=12.3, Synergy_ZIP=-6.08, Synergy_Bliss=-5.56, Synergy_Loewe=-6.95, Synergy_HSA=-2.84. (2) Drug 1: CC1OCC2C(O1)C(C(C(O2)OC3C4COC(=O)C4C(C5=CC6=C(C=C35)OCO6)C7=CC(=C(C(=C7)OC)O)OC)O)O. Drug 2: CC1=CC=C(C=C1)C2=CC(=NN2C3=CC=C(C=C3)S(=O)(=O)N)C(F)(F)F. Cell line: RPMI-8226. Synergy scores: CSS=47.8, Synergy_ZIP=2.22, Synergy_Bliss=0.884, Synergy_Loewe=-23.3, Synergy_HSA=0.136. (3) Drug 1: CCC1(CC2CC(C3=C(CCN(C2)C1)C4=CC=CC=C4N3)(C5=C(C=C6C(=C5)C78CCN9C7C(C=CC9)(C(C(C8N6C)(C(=O)OC)O)OC(=O)C)CC)OC)C(=O)OC)O.OS(=O)(=O)O. Drug 2: C1=CC=C(C=C1)NC(=O)CCCCCCC(=O)NO. Cell line: EKVX. Synergy scores: CSS=4.33, Synergy_ZIP=-1.12, Synergy_Bliss=-1.38, Synergy_Loewe=-1.65, Synergy_HSA=-1.31. (4) Drug 1: CC12CCC(CC1=CCC3C2CCC4(C3CC=C4C5=CN=CC=C5)C)O. Drug 2: COC1=C(C=C2C(=C1)N=CN=C2NC3=CC(=C(C=C3)F)Cl)OCCCN4CCOCC4. Cell line: HCC-2998. Synergy scores: CSS=31.2, Synergy_ZIP=7.81, Synergy_Bliss=10.5, Synergy_Loewe=8.76, Synergy_HSA=9.01. (5) Drug 1: CC(CN1CC(=O)NC(=O)C1)N2CC(=O)NC(=O)C2. Drug 2: C1=CC=C(C=C1)NC(=O)CCCCCCC(=O)NO. Cell line: HL-60(TB). Synergy scores: CSS=78.8, Synergy_ZIP=1.47, Synergy_Bliss=0.380, Synergy_Loewe=-2.23, Synergy_HSA=3.44. (6) Drug 1: C1=NC2=C(N=C(N=C2N1C3C(C(C(O3)CO)O)O)F)N. Synergy scores: CSS=12.0, Synergy_ZIP=-2.08, Synergy_Bliss=-1.11, Synergy_Loewe=-11.4, Synergy_HSA=-5.13. Cell line: K-562. Drug 2: C(CCl)NC(=O)N(CCCl)N=O. (7) Drug 1: CNC(=O)C1=CC=CC=C1SC2=CC3=C(C=C2)C(=NN3)C=CC4=CC=CC=N4. Drug 2: CC1=CC2C(CCC3(C2CCC3(C(=O)C)OC(=O)C)C)C4(C1=CC(=O)CC4)C. Cell line: PC-3. Synergy scores: CSS=-6.78, Synergy_ZIP=2.46, Synergy_Bliss=-1.19, Synergy_Loewe=-4.74, Synergy_HSA=-4.61. (8) Drug 1: C1=NC2=C(N1)C(=S)N=C(N2)N. Drug 2: C1CC(=O)NC(=O)C1N2C(=O)C3=CC=CC=C3C2=O. Cell line: 786-0. Synergy scores: CSS=39.6, Synergy_ZIP=1.29, Synergy_Bliss=1.99, Synergy_Loewe=-15.4, Synergy_HSA=1.10. (9) Drug 1: CC1=C(N=C(N=C1N)C(CC(=O)N)NCC(C(=O)N)N)C(=O)NC(C(C2=CN=CN2)OC3C(C(C(C(O3)CO)O)O)OC4C(C(C(C(O4)CO)O)OC(=O)N)O)C(=O)NC(C)C(C(C)C(=O)NC(C(C)O)C(=O)NCCC5=NC(=CS5)C6=NC(=CS6)C(=O)NCCC[S+](C)C)O. Drug 2: CC(C)(C#N)C1=CC(=CC(=C1)CN2C=NC=N2)C(C)(C)C#N. Cell line: MOLT-4. Synergy scores: CSS=57.9, Synergy_ZIP=4.65, Synergy_Bliss=6.42, Synergy_Loewe=2.96, Synergy_HSA=5.86.